This data is from M1 muscarinic receptor antagonist screen with 61,756 compounds. The task is: Binary Classification. Given a drug SMILES string, predict its activity (active/inactive) in a high-throughput screening assay against a specified biological target. (1) The compound is s1c2c(CC(CC2)C)c2c1nc(N1CCN(CC1)CC)n1ncnc21. The result is 0 (inactive). (2) The molecule is S1C=2N(C(C(=C(N2)C)C(OC)=O)c2sccc2)C(=O)CC1. The result is 0 (inactive).